This data is from Retrosynthesis with 50K atom-mapped reactions and 10 reaction types from USPTO. The task is: Predict the reactants needed to synthesize the given product. (1) Given the product Cc1c(Cc2ccccc2S(=O)(=O)N2CCCC2)c(C#N)c(C2CCCCC2)n1CC(=O)O, predict the reactants needed to synthesize it. The reactants are: CCOC(=O)Cn1c(C)c(Cc2ccccc2S(=O)(=O)N2CCCC2)c(C#N)c1C1CCCCC1. (2) Given the product Cc1cccc2nc(C(C)Nc3ncnc4c3ncn4COCC[Si](C)(C)C)n(-c3cccc(C#C[Si](C)(C)C)c3)c(=O)c12, predict the reactants needed to synthesize it. The reactants are: C#C[Si](C)(C)C.Cc1cccc2nc(C(C)Nc3ncnc4c3ncn4COCC[Si](C)(C)C)n(-c3cccc(OS(=O)(=O)C(F)(F)F)c3)c(=O)c12.